The task is: Regression. Given a peptide amino acid sequence and an MHC pseudo amino acid sequence, predict their binding affinity value. This is MHC class I binding data.. This data is from Peptide-MHC class I binding affinity with 185,985 pairs from IEDB/IMGT. (1) The MHC is H-2-Db with pseudo-sequence H-2-Db. The peptide sequence is FSNINDFNI. The binding affinity (normalized) is 0.663. (2) The peptide sequence is TPQVPLRPM. The MHC is HLA-B18:01 with pseudo-sequence HLA-B18:01. The binding affinity (normalized) is 0.0118. (3) The peptide sequence is VTPEYIKDL. The MHC is HLA-A30:01 with pseudo-sequence HLA-A30:01. The binding affinity (normalized) is 0.0889. (4) The peptide sequence is RTFSIPLGV. The MHC is HLA-B07:02 with pseudo-sequence HLA-B07:02. The binding affinity (normalized) is 0. (5) The peptide sequence is AIITPIVFY. The MHC is HLA-B15:01 with pseudo-sequence HLA-B15:01. The binding affinity (normalized) is 0.190.